This data is from Full USPTO retrosynthesis dataset with 1.9M reactions from patents (1976-2016). The task is: Predict the reactants needed to synthesize the given product. The reactants are: [CH3:1][C:2]([CH3:36])([CH3:35])[CH2:3][CH2:4][C@@H:5]([N:12]1[CH2:17][CH2:16][C@@H:15]([CH2:18][C:19]([O:21]C)=[O:20])[C:14]([F:24])([F:23])[C@H:13]1[C:25]1[CH:30]=[CH:29][C:28]([C:31]([F:34])([F:33])[F:32])=[CH:27][CH:26]=1)[CH2:6][CH2:7][C:8]([F:11])([F:10])[F:9].[Li+].[OH-].O.FC(F)(F)C(O)=O. Given the product [CH3:1][C:2]([CH3:36])([CH3:35])[CH2:3][CH2:4][C@@H:5]([N:12]1[CH2:17][CH2:16][C@@H:15]([CH2:18][C:19]([OH:21])=[O:20])[C:14]([F:24])([F:23])[C@H:13]1[C:25]1[CH:30]=[CH:29][C:28]([C:31]([F:34])([F:32])[F:33])=[CH:27][CH:26]=1)[CH2:6][CH2:7][C:8]([F:10])([F:9])[F:11], predict the reactants needed to synthesize it.